From a dataset of Forward reaction prediction with 1.9M reactions from USPTO patents (1976-2016). Predict the product of the given reaction. (1) Given the reactants CCN(C(C)C)C(C)C.Cl[C:11]1[C:30]([C:31]2[N:35](C3CCCCO3)[N:34]=[CH:33][C:32]=2[CH3:42])=[CH:29][C:14]([C:15]([NH:17][C:18]2[CH:23]=[CH:22][C:21]([O:24][C:25]([Cl:28])([F:27])[F:26])=[CH:20][CH:19]=2)=[O:16])=[CH:13][N:12]=1.[NH:43]1[CH2:47][CH2:46][C@@H:45]([OH:48])[CH2:44]1.C(O)(C(F)(F)F)=O.C([O-])([O-])=O.[Na+].[Na+], predict the reaction product. The product is: [Cl:28][C:25]([F:26])([F:27])[O:24][C:21]1[CH:20]=[CH:19][C:18]([NH:17][C:15](=[O:16])[C:14]2[CH:29]=[C:30]([C:31]3[NH:35][N:34]=[CH:33][C:32]=3[CH3:42])[C:11]([N:43]3[CH2:47][CH2:46][C@@H:45]([OH:48])[CH2:44]3)=[N:12][CH:13]=2)=[CH:23][CH:22]=1. (2) Given the reactants [Cl:1][C:2]1[CH:3]=[C:4]([C:9]2[CH:17]=[CH:16][CH:15]=[C:14]3[C:10]=2[CH2:11][C:12](=[O:18])[NH:13]3)[CH:5]=[CH:6][C:7]=1[F:8].[N:19]1([CH2:24][CH2:25][NH:26][C:27]([C:29]2[CH:33]=[C:32]([CH3:34])[NH:31][C:30]=2[CH:35]=O)=[O:28])[CH2:23][CH2:22][CH2:21][CH2:20]1, predict the reaction product. The product is: [N:19]1([CH2:24][CH2:25][NH:26][C:27]([C:29]2[CH:33]=[C:32]([CH3:34])[NH:31][C:30]=2[CH:35]=[C:11]2[C:10]3[C:14](=[CH:15][CH:16]=[CH:17][C:9]=3[C:4]3[CH:5]=[CH:6][C:7]([F:8])=[C:2]([Cl:1])[CH:3]=3)[NH:13][C:12]2=[O:18])=[O:28])[CH2:23][CH2:22][CH2:21][CH2:20]1. (3) Given the reactants [CH3:1][N:2]([CH3:30])[C:3]1[C:29]2[C:7](=[N:8][N:9]3[C:14]([CH:15]4[CH2:20][CH2:19][N:18](C(OC(C)(C)C)=O)[CH2:17][CH2:16]4)=[CH:13][C:12](=[O:28])[NH:11][C:10]3=2)[N:6]=[CH:5][CH:4]=1.[ClH:31], predict the reaction product. The product is: [ClH:31].[CH3:1][N:2]([CH3:30])[C:3]1[C:29]2[C:7](=[N:8][N:9]3[C:14]([CH:15]4[CH2:16][CH2:17][NH:18][CH2:19][CH2:20]4)=[CH:13][C:12](=[O:28])[NH:11][C:10]3=2)[N:6]=[CH:5][CH:4]=1.